From a dataset of Full USPTO retrosynthesis dataset with 1.9M reactions from patents (1976-2016). Predict the reactants needed to synthesize the given product. (1) Given the product [F:1][C:2]1[C:11]([F:12])=[CH:10][C:9]([CH:13]2[C:31]([C:32](=[O:37])[CH2:33][CH:34]([CH3:36])[CH3:35])=[C:29]([CH3:30])[NH:28][C:24]([CH3:25])=[C:23]2[C:21]#[N:22])=[C:8]2[C:3]=1[C:4](=[O:16])[CH:5]=[C:6]([CH3:15])[O:7]2, predict the reactants needed to synthesize it. The reactants are: [F:1][C:2]1[C:11]([F:12])=[CH:10][C:9]([CH:13]=O)=[C:8]2[C:3]=1[C:4](=[O:16])[CH:5]=[C:6]([CH3:15])[O:7]2.CC(O)C.[C:21]([CH:23]=[C:24]([O-])[CH3:25])#[N:22].[Na+].[NH2:28][C:29](=[CH:31][C:32](=[O:37])[CH2:33][CH:34]([CH3:36])[CH3:35])[CH3:30].C(O)(=O)C. (2) Given the product [CH3:1][N:2]([C:19]1[C:28]2[C:23](=[CH:24][CH:25]=[C:26]([C:29]([F:31])([F:32])[F:30])[CH:27]=2)[N:22]=[CH:21][N:20]=1)[CH2:3][C:4]([NH:6][CH:7]1[CH2:10][N:9]([C:11]([O:13][C:14]([CH3:17])([CH3:16])[CH3:15])=[O:12])[CH2:8]1)=[O:5], predict the reactants needed to synthesize it. The reactants are: [CH3:1][NH:2][CH2:3][C:4]([NH:6][CH:7]1[CH2:10][N:9]([C:11]([O:13][C:14]([CH3:17])([CH3:16])[CH3:15])=[O:12])[CH2:8]1)=[O:5].Cl[C:19]1[C:28]2[C:23](=[CH:24][CH:25]=[C:26]([C:29]([F:32])([F:31])[F:30])[CH:27]=2)[N:22]=[CH:21][N:20]=1.C(N(CC)CC)C. (3) Given the product [C:1]([C:3]1[CH:8]=[CH:7][C:6]([CH:9]2[CH2:10][CH2:11][N:12]([C:15]([C:17]3[C:18]([CH2:27][CH3:28])=[CH:19][C:20]([CH3:26])=[C:21]([CH:25]=3)[C:22]([O:24][CH3:34])=[O:23])=[O:16])[CH2:13][CH2:14]2)=[CH:5][CH:4]=1)#[N:2], predict the reactants needed to synthesize it. The reactants are: [C:1]([C:3]1[CH:8]=[CH:7][C:6]([CH:9]2[CH2:14][CH2:13][N:12]([C:15]([C:17]3[C:18]([CH2:27][CH3:28])=[CH:19][C:20]([CH3:26])=[C:21]([CH:25]=3)[C:22]([OH:24])=[O:23])=[O:16])[CH2:11][CH2:10]2)=[CH:5][CH:4]=1)#[N:2].S(=O)(=O)(O)O.[CH3:34]O. (4) The reactants are: [O:1]=[C:2]1[CH:11]=[C:10]([C:12]([OH:14])=O)[C:9]2[C:4](=[CH:5][CH:6]=[CH:7][N:8]=2)[NH:3]1.C(N(CC)CC)C.ClC(OCC(C)C)=O.[CH3:30][O:31][CH2:32][CH:33]([C:35]1[CH:40]=[CH:39][C:38]([O:41][C:42]([F:45])([F:44])[F:43])=[CH:37][CH:36]=1)[NH2:34]. Given the product [CH3:30][O:31][CH2:32][CH:33]([NH:34][C:12]([C:10]1[C:9]2[C:4](=[CH:5][CH:6]=[CH:7][N:8]=2)[NH:3][C:2](=[O:1])[CH:11]=1)=[O:14])[C:35]1[CH:36]=[CH:37][C:38]([O:41][C:42]([F:43])([F:45])[F:44])=[CH:39][CH:40]=1, predict the reactants needed to synthesize it. (5) Given the product [CH3:15][C:13]([C:16]1[CH:22]=[CH:21][C:20]([C:23]([CH3:26])([CH3:25])[CH3:24])=[CH:19][C:17]=1[NH:18][C:7](=[O:9])[C:6]1[CH:10]=[C:2]([Cl:1])[CH:3]=[CH:4][C:5]=1[OH:11])([CH3:12])[CH3:14], predict the reactants needed to synthesize it. The reactants are: [Cl:1][C:2]1[CH:10]=[C:6]([C:7]([OH:9])=O)[C:5]([OH:11])=[CH:4][CH:3]=1.[CH3:12][C:13]([C:16]1[CH:22]=[CH:21][C:20]([C:23]([CH3:26])([CH3:25])[CH3:24])=[CH:19][C:17]=1[NH2:18])([CH3:15])[CH3:14]. (6) Given the product [CH3:1][O:2][C:3]1[CH:8]=[CH:7][CH:6]=[C:5]([O:9][CH3:10])[C:4]=1[S:25][CH3:24], predict the reactants needed to synthesize it. The reactants are: [CH3:1][O:2][C:3]1[CH:8]=[CH:7][CH:6]=[C:5]([O:9][CH3:10])[CH:4]=1.CN(CCN(C)C)C.[Li]CCCC.[CH3:24][S:25]SC.S(=O)(=O)(O)O. (7) Given the product [CH3:15][N:14]1[C:9]([C:6]2[CH:5]=[CH:4][C:3]([CH2:2][N:32]3[CH:36]=[CH:35][CH:34]=[CH:33]3)=[CH:8][CH:7]=2)=[CH:10][C:11]2[O:19][N:18]=[C:17]([C:20]3[CH:25]=[CH:24][CH:23]=[CH:22][CH:21]=3)[C:12]=2[C:13]1=[O:16], predict the reactants needed to synthesize it. The reactants are: Br[CH2:2][C:3]1[CH:8]=[CH:7][C:6]([C:9]2[N:14]([CH3:15])[C:13](=[O:16])[C:12]3[C:17]([C:20]4[CH:25]=[CH:24][CH:23]=[CH:22][CH:21]=4)=[N:18][O:19][C:11]=3[CH:10]=2)=[CH:5][CH:4]=1.C(=O)([O-])[O-].[Cs+].[Cs+].[NH:32]1[CH:36]=[CH:35][CH:34]=[CH:33]1. (8) Given the product [F:1][C:2]([F:8])([F:7])[S:3]([O-:6])(=[O:5])=[O:4].[CH2:9]([NH+:11]([CH2:14][CH3:15])[CH2:12][CH3:13])[CH3:10], predict the reactants needed to synthesize it. The reactants are: [F:1][C:2]([F:8])([F:7])[S:3]([OH:6])(=[O:5])=[O:4].[CH2:9]([N:11]([CH2:14][CH3:15])[CH2:12][CH3:13])[CH3:10]. (9) Given the product [CH2:20]([O:27][C:28](=[O:41])[CH:29]([NH:16][CH2:15][CH2:14][C@@H:12]1[CH2:13][C@H:8]([CH2:7][C:6]([O:5][C:1]([CH3:3])([CH3:2])[CH3:4])=[O:19])[O:9][C:10]([CH3:18])([CH3:17])[O:11]1)[CH:30]([CH3:31])[CH3:32])[C:21]1[CH:26]=[CH:25][CH:24]=[CH:23][CH:22]=1, predict the reactants needed to synthesize it. The reactants are: [C:1]([O:5][C:6](=[O:19])[CH2:7][C@H:8]1[CH2:13][C@@H:12]([CH2:14][CH2:15][NH2:16])[O:11][C:10]([CH3:18])([CH3:17])[O:9]1)([CH3:4])([CH3:3])[CH3:2].[CH2:20]([O:27][C:28](=[O:41])[CH:29](OS(C(F)(F)F)(=O)=O)[CH:30]([CH3:32])[CH3:31])[C:21]1[CH:26]=[CH:25][CH:24]=[CH:23][CH:22]=1. (10) Given the product [Cl:1][C:2]1[C:7]([N:8]2[CH2:12][CH:11]([C:13]([NH:58][CH2:57][C:51]3[CH:52]=[CH:53][C:54]([Cl:56])=[CH:55][C:50]=3[Cl:49])=[O:15])[N:10]([CH3:16])[C:9]2=[O:17])=[CH:6][CH:5]=[CH:4][N:3]=1, predict the reactants needed to synthesize it. The reactants are: [Cl:1][C:2]1[C:7]([N:8]2[CH2:12][CH:11]([C:13]([OH:15])=O)[N:10]([CH3:16])[C:9]2=[O:17])=[CH:6][CH:5]=[CH:4][N:3]=1.C(N1CCOCC1)C.O.ON1C2C=CC=CC=2N=N1.Cl.C(N=C=NCCCN(C)C)C.[Cl:49][C:50]1[CH:55]=[C:54]([Cl:56])[CH:53]=[CH:52][C:51]=1[CH2:57][NH2:58].